Dataset: Peptide-MHC class II binding affinity with 134,281 pairs from IEDB. Task: Regression. Given a peptide amino acid sequence and an MHC pseudo amino acid sequence, predict their binding affinity value. This is MHC class II binding data. (1) The peptide sequence is RVDGLELKKLGEVSW. The MHC is DRB3_0202 with pseudo-sequence DRB3_0202. The binding affinity (normalized) is 0. (2) The peptide sequence is AGELELQFRRVKSKYPEGTK. The MHC is DRB4_0101 with pseudo-sequence DRB4_0103. The binding affinity (normalized) is 0.679.